Dataset: Full USPTO retrosynthesis dataset with 1.9M reactions from patents (1976-2016). Task: Predict the reactants needed to synthesize the given product. Given the product [CH2:16]([C:15]1[N:7]=[C:5]([C:4]2[CH:8]=[CH:9][CH:10]=[C:2]([F:1])[CH:3]=2)[NH:6][C:13](=[O:12])[CH:14]=1)[CH2:17][CH2:18][CH3:19], predict the reactants needed to synthesize it. The reactants are: [F:1][C:2]1[CH:3]=[C:4]([CH:8]=[CH:9][CH:10]=1)[C:5]([NH2:7])=[NH:6].C[O:12][C:13](=O)[CH2:14][C:15](=O)[CH2:16][CH2:17][CH2:18][CH3:19].[O-]CC.[Na+].